From a dataset of NCI-60 drug combinations with 297,098 pairs across 59 cell lines. Regression. Given two drug SMILES strings and cell line genomic features, predict the synergy score measuring deviation from expected non-interaction effect. (1) Drug 1: C1=CC(=CC=C1CC(C(=O)O)N)N(CCCl)CCCl.Cl. Drug 2: C1CCC(C(C1)N)N.C(=O)(C(=O)[O-])[O-].[Pt+4]. Cell line: SK-OV-3. Synergy scores: CSS=12.1, Synergy_ZIP=-3.83, Synergy_Bliss=-1.22, Synergy_Loewe=-1.39, Synergy_HSA=-1.98. (2) Drug 1: COC1=NC(=NC2=C1N=CN2C3C(C(C(O3)CO)O)O)N. Drug 2: C1CN(P(=O)(OC1)NCCCl)CCCl. Cell line: PC-3. Synergy scores: CSS=-7.48, Synergy_ZIP=9.42, Synergy_Bliss=10.7, Synergy_Loewe=-0.657, Synergy_HSA=-0.751. (3) Drug 1: CNC(=O)C1=CC=CC=C1SC2=CC3=C(C=C2)C(=NN3)C=CC4=CC=CC=N4. Drug 2: CN1C(=O)N2C=NC(=C2N=N1)C(=O)N. Cell line: SF-268. Synergy scores: CSS=3.10, Synergy_ZIP=-0.0801, Synergy_Bliss=2.53, Synergy_Loewe=-1.78, Synergy_HSA=-0.418.